From a dataset of Forward reaction prediction with 1.9M reactions from USPTO patents (1976-2016). Predict the product of the given reaction. (1) Given the reactants [CH2:1]([O:8][C:9]1[CH:32]=[CH:31][C:12]([C:13]([C@@H:15]2[CH2:19][CH2:18][C:17](=[O:20])[N:16]2[CH2:21][CH2:22][NH:23][C:24](=[O:30])[O:25][C:26]([CH3:29])([CH3:28])[CH3:27])=[O:14])=[C:11]([CH3:33])[CH:10]=1)[C:2]1[CH:7]=[CH:6][CH:5]=[CH:4][CH:3]=1, predict the reaction product. The product is: [CH2:1]([O:8][C:9]1[CH:32]=[CH:31][C:12]([C@@H:13]([OH:14])[C@@H:15]2[CH2:19][CH2:18][C:17](=[O:20])[N:16]2[CH2:21][CH2:22][NH:23][C:24](=[O:30])[O:25][C:26]([CH3:28])([CH3:29])[CH3:27])=[C:11]([CH3:33])[CH:10]=1)[C:2]1[CH:3]=[CH:4][CH:5]=[CH:6][CH:7]=1. (2) Given the reactants [O:1]=[C:2]1[C:11]2[C:6]3[C:7](=[CH:12][C:13]([C:15]([NH2:17])=[O:16])=[CH:14][C:5]=3[C:4](=O)[O:3]1)[CH:8]=[CH:9][CH:10]=2.[NH2:19][CH2:20][CH2:21][CH2:22][C:23]([OH:25])=[O:24], predict the reaction product. The product is: [C:15]([C:13]1[CH:12]=[C:7]2[CH:8]=[CH:9][CH:10]=[C:11]3[C:6]2=[C:5]([CH:14]=1)[C:4](=[O:3])[N:19]([CH2:20][CH2:21][CH2:22][C:23]([OH:25])=[O:24])[C:2]3=[O:1])(=[O:16])[NH2:17]. (3) Given the reactants [Br:1][C:2]1[CH:3]=[CH:4][C:5]([O:11][C:12]([F:15])([F:14])[F:13])=[C:6]([CH:10]=1)[CH:7]=[N:8]O, predict the reaction product. The product is: [Br:1][C:2]1[CH:3]=[CH:4][C:5]([O:11][C:12]([F:13])([F:14])[F:15])=[C:6]([CH2:7][NH2:8])[CH:10]=1. (4) Given the reactants N#N.CC[O-].[Na+].[C:7]([O:13][CH2:14][CH3:15])(=[O:12])[CH2:8][C:9]([CH3:11])=[O:10].[C:16](#[N:19])[CH:17]=[CH2:18], predict the reaction product. The product is: [CH2:14]([O:13][C:7](=[O:12])[CH:8]([C:9](=[O:10])[CH3:11])[CH2:18][CH2:17][C:16]#[N:19])[CH3:15]. (5) Given the reactants [Cl:1][C:2]1[CH:3]=[C:4]([C:16]([NH:18][C@H:19]([C:21]2[CH:29]=[CH:28][C:24]([C:25]([OH:27])=[O:26])=[CH:23][CH:22]=2)[CH3:20])=[O:17])[C:5](OC2C=CC=C(F)C=2)=[N:6][CH:7]=1.[Cl:30][C:31]1[CH:36]=[CH:35][C:34]([OH:37])=[C:33]([CH3:38])[CH:32]=1, predict the reaction product. The product is: [Cl:1][C:2]1[CH:3]=[C:4]([C:16]([NH:18][C@H:19]([C:21]2[CH:29]=[CH:28][C:24]([C:25]([OH:27])=[O:26])=[CH:23][CH:22]=2)[CH3:20])=[O:17])[C:5]([O:37][C:34]2[CH:35]=[CH:36][C:31]([Cl:30])=[CH:32][C:33]=2[CH3:38])=[N:6][CH:7]=1. (6) The product is: [NH2:27][C:24]1[CH:23]=[CH:22][C:21]([CH2:20][N:13]2[C:14]3[CH:15]=[CH:16][CH:17]=[CH:18][C:19]=3[C:10]3=[N:9][N:8]([C:3]4[CH:4]=[CH:5][CH:6]=[CH:7][C:2]=4[CH3:1])[C:30](=[O:31])[C:11]3=[CH:12]2)=[CH:26][CH:25]=1. Given the reactants [CH3:1][C:2]1[CH:7]=[CH:6][CH:5]=[CH:4][C:3]=1[N:8]1[C:30](=[O:31])[C:11]2=[CH:12][N:13]([CH2:20][C:21]3[CH:26]=[CH:25][C:24]([N+:27]([O-])=O)=[CH:23][CH:22]=3)[C:14]3[CH:15]=[CH:16][CH:17]=[CH:18][C:19]=3[C:10]2=[N:9]1, predict the reaction product. (7) Given the reactants [CH:1]([C:4]1[CH:5]=[C:6]([CH2:10][NH2:11])[CH:7]=[CH:8][CH:9]=1)([CH3:3])[CH3:2].C([O:16][C:17]([C:19]1[CH:24]=[CH:23][CH:22]=[CH:21][C:20]=1[C:25]1[CH:30]=[CH:29][C:28]([CH2:31][N:32]2[C:40]3[C:35](=[CH:36][C:37]([C:41](O)=[O:42])=[CH:38][CH:39]=3)[C:34]([CH3:44])=[C:33]2[CH3:45])=[CH:27][CH:26]=1)=[O:18])(C)(C)C, predict the reaction product. The product is: [CH:1]([C:4]1[CH:5]=[C:6]([CH:7]=[CH:8][CH:9]=1)[CH2:10][NH:11][C:41]([C:37]1[CH:36]=[C:35]2[C:40](=[CH:39][CH:38]=1)[N:32]([CH2:31][C:28]1[CH:27]=[CH:26][C:25]([C:20]3[C:19]([C:17]([OH:18])=[O:16])=[CH:24][CH:23]=[CH:22][CH:21]=3)=[CH:30][CH:29]=1)[C:33]([CH3:45])=[C:34]2[CH3:44])=[O:42])([CH3:3])[CH3:2]. (8) Given the reactants [CH2:1]([N:8]1[CH2:12][CH2:11][CH:10]([CH2:13]O)[CH2:9]1)[C:2]1[CH:7]=[CH:6][CH:5]=[CH:4][CH:3]=1.S(Cl)([Cl:17])=O, predict the reaction product. The product is: [CH2:1]([N:8]1[CH2:12][CH2:11][CH:10]([CH2:13][Cl:17])[CH2:9]1)[C:2]1[CH:7]=[CH:6][CH:5]=[CH:4][CH:3]=1.